This data is from Reaction yield outcomes from USPTO patents with 853,638 reactions. The task is: Predict the reaction yield, written as a fraction of the theoretical maximum amount of product (1.0 means a 100% yield; for example, 0.34 means a 34% yield). (1) The reactants are [CH2:1]([O:8][C:9]([NH:11][CH2:12][CH2:13][CH2:14][CH2:15][C:16]1[CH:26]=[CH:25][C:19]([O:20][CH2:21][C:22]([OH:24])=[O:23])=[CH:18][CH:17]=1)=[O:10])[C:2]1[CH:7]=[CH:6][CH:5]=[CH:4][CH:3]=1.CCN=C=NCCCN(C)C.Cl.[C:39]([O:43][C:44](=[O:49])[NH:45][CH2:46][CH2:47]O)([CH3:42])([CH3:41])[CH3:40]. The catalyst is C(Cl)Cl.CN(C1C=CN=CC=1)C. The product is [C:39]([O:43][C:44]([NH:45][CH2:46][CH2:47][O:23][C:22](=[O:24])[CH2:21][O:20][C:19]1[CH:18]=[CH:17][C:16]([CH2:15][CH2:14][CH2:13][CH2:12][NH:11][C:9]([O:8][CH2:1][C:2]2[CH:3]=[CH:4][CH:5]=[CH:6][CH:7]=2)=[O:10])=[CH:26][CH:25]=1)=[O:49])([CH3:42])([CH3:41])[CH3:40]. The yield is 0.480. (2) The reactants are [F:1][C:2]1[CH:9]=[C:8]([F:10])[CH:7]=[CH:6][C:3]=1[CH:4]=O.[F:11][C:12]1[CH:13]=[C:14]([CH:16]=[CH:17][C:18]=1[F:19])[NH2:15].[Cl:20][CH2:21][C:22]([OH:24])=O.[CH:25]1([N+:31]#[C-:32])[CH2:30][CH2:29][CH2:28][CH2:27][CH2:26]1.C[OH:34]. No catalyst specified. The product is [Cl:20][CH2:21][C:22]([N:15]([CH:4]([C:3]1[CH:6]=[CH:7][C:8]([F:10])=[CH:9][C:2]=1[F:1])[C:32]([NH:31][CH:25]1[CH2:30][CH2:29][CH2:28][CH2:27][CH2:26]1)=[O:34])[C:14]1[CH:16]=[CH:17][C:18]([F:19])=[C:12]([F:11])[CH:13]=1)=[O:24]. The yield is 0.670. (3) The reactants are [N:1]([CH2:4][CH2:5][NH:6][C:7](=[O:21])[CH2:8][CH2:9][CH2:10][CH2:11][CH2:12][CH2:13][CH2:14][CH2:15][CH2:16][CH2:17][CH2:18]CC)=[N+:2]=[N-:3].N(CCN)=[N+]=[N-].C(N(CC)CC)C. The catalyst is ClCCl. The product is [N:1]([CH2:4][CH2:5][NH:6][C:7](=[O:21])[CH2:8][CH2:9][CH2:10][CH2:11][CH2:12][CH2:13][CH2:14][CH2:15][CH2:16][CH2:17][CH3:18])=[N+:2]=[N-:3]. The yield is 0.690. (4) The catalyst is C(C(C)=O)C. The product is [CH3:11][O:12][C:13]1[CH:14]=[C:15]([CH:16]=[C:17]([CH3:19])[CH:18]=1)[O:20][CH2:2][C:3]([C:5]1[CH:10]=[CH:9][CH:8]=[CH:7][CH:6]=1)=[O:4]. The reactants are Br[CH2:2][C:3]([C:5]1[CH:10]=[CH:9][CH:8]=[CH:7][CH:6]=1)=[O:4].[CH3:11][O:12][C:13]1[CH:14]=[C:15]([OH:20])[CH:16]=[C:17]([CH3:19])[CH:18]=1.C([O-])([O-])=O.[K+].[K+]. The yield is 0.950. (5) The yield is 0.460. The catalyst is CN(C=O)C. The product is [Cl:39][C:36]1[CH:37]=[CH:38][C:33]([C:25]([C:27]2[N:31]([CH3:32])[CH:30]=[N:29][CH:28]=2)([C:11]2[CH:12]=[C:13]3[C:8](=[CH:9][CH:10]=2)[N:1]2[N:2]=[N:3][N:7]=[C:6]2[CH:15]=[C:14]3[CH2:16][CH2:17][C:18]2[CH:23]=[CH:22][CH:21]=[C:20]([Cl:24])[CH:19]=2)[OH:26])=[CH:34][CH:35]=1. The reactants are [N-:1]=[N+:2]=[N-:3].[Na+].Cl[C:6]1[CH:15]=[C:14]([CH2:16][CH2:17][C:18]2[CH:23]=[CH:22][CH:21]=[C:20]([Cl:24])[CH:19]=2)[C:13]2[C:8](=[CH:9][CH:10]=[C:11]([C:25]([C:33]3[CH:38]=[CH:37][C:36]([Cl:39])=[CH:35][CH:34]=3)([C:27]3[N:31]([CH3:32])[CH:30]=[N:29][CH:28]=3)[OH:26])[CH:12]=2)[N:7]=1.O. (6) The reactants are [NH2:1][C:2]1[CH:3]=[N:4][CH:5]=[C:6](OC)[CH:7]=1.N1C=CC=CC=1.[C:16]1([O:22][C:23](Cl)=[O:24])[CH:21]=[CH:20][CH:19]=[CH:18][CH:17]=1.C1C[O:29][CH2:28]C1. No catalyst specified. The product is [CH3:28][O:29][C:5]1[N:4]=[CH:3][C:2]([NH:1][C:23](=[O:24])[O:22][C:16]2[CH:21]=[CH:20][CH:19]=[CH:18][CH:17]=2)=[CH:7][CH:6]=1. The yield is 0.960. (7) The reactants are Cl[C:2]1[C:3](=[O:29])[N:4]([CH2:14][C:15]2[CH:16]=[CH:17][C:18]([NH:21]C(=O)OC(C)(C)C)=[N:19][CH:20]=2)[C:5](=[O:13])[C:6]=1[C:7]1[CH:12]=[CH:11][CH:10]=[CH:9][CH:8]=1.[CH3:30][O:31][C:32]1[CH:38]=[CH:37][C:35]([NH2:36])=[CH:34][CH:33]=1.C(=O)([O-])[O-].[K+].[K+]. The catalyst is CN(C=O)C. The product is [NH2:21][C:18]1[N:19]=[CH:20][C:15]([CH2:14][N:4]2[C:5](=[O:13])[C:6]([C:7]3[CH:8]=[CH:9][CH:10]=[CH:11][CH:12]=3)=[C:2]([NH:36][C:35]3[CH:37]=[CH:38][C:32]([O:31][CH3:30])=[CH:33][CH:34]=3)[C:3]2=[O:29])=[CH:16][CH:17]=1. The yield is 0.290. (8) The catalyst is C1COCC1.CO.O. The yield is 0.980. The reactants are [CH:1]1([C:4]2[CH:9]=[CH:8][C:7]([CH2:10][C:11]([O:13]C)=[O:12])=[CH:6][CH:5]=2)[CH2:3][CH2:2]1.O.[OH-].[Li+].Cl. The product is [CH:1]1([C:4]2[CH:9]=[CH:8][C:7]([CH2:10][C:11]([OH:13])=[O:12])=[CH:6][CH:5]=2)[CH2:2][CH2:3]1. (9) The reactants are [N:1]1[C:10]2[C:5](=[CH:6][CH:7]=[C:8]([C:11]#[N:12])[CH:9]=2)[CH:4]=[CH:3][CH:2]=1.[CH2:13]([I:16])[CH:14]=[CH2:15]. The catalyst is C1(C)C=CC=CC=1. The product is [I-:16].[C:11]([C:8]1[CH:9]=[C:10]2[C:5]([CH:4]=[CH:3][CH:2]=[N+:1]2[CH2:15][CH:14]=[CH2:13])=[CH:6][CH:7]=1)#[N:12]. The yield is 0.820. (10) The reactants are [CH3:1][C:2]1[CH:6]=[C:5]([NH:7][S:8]([C:11]2[CH:16]=[CH:15][C:14](Br)=[CH:13][CH:12]=2)(=[O:10])=[O:9])[O:4][N:3]=1.[F:18][C:19]([F:30])([F:29])[C:20]1[CH:25]=[CH:24][C:23](B(O)O)=[CH:22][CH:21]=1. No catalyst specified. The product is [CH3:1][C:2]1[CH:6]=[C:5]([NH:7][S:8]([C:11]2[CH:16]=[CH:15][C:14]([C:23]3[CH:24]=[CH:25][C:20]([C:19]([F:30])([F:29])[F:18])=[CH:21][CH:22]=3)=[CH:13][CH:12]=2)(=[O:10])=[O:9])[O:4][N:3]=1. The yield is 0.780.